Dataset: Forward reaction prediction with 1.9M reactions from USPTO patents (1976-2016). Task: Predict the product of the given reaction. (1) The product is: [NH2:4][C:1]1[N:2]=[N:3][C:15]([C:17]2[CH:22]=[CH:21][C:20]([O:23][CH3:24])=[CH:19][CH:18]=2)=[C:14]([C:11]2[CH:10]=[CH:9][C:8]([O:7][CH3:6])=[CH:13][CH:12]=2)[N:5]=1. Given the reactants [C:1]([NH2:5])([NH2:4])=[N:2][NH2:3].[CH3:6][O:7][C:8]1[CH:13]=[CH:12][C:11]([C:14](=O)[C:15]([C:17]2[CH:22]=[CH:21][C:20]([O:23][CH3:24])=[CH:19][CH:18]=2)=O)=[CH:10][CH:9]=1, predict the reaction product. (2) The product is: [Br:1][C:2]1[CH:7]=[CH:6][C:5]([C:8]2([CH2:18][C:17]([OH:20])=[O:14])[CH2:10][CH2:9]2)=[CH:4][CH:3]=1. Given the reactants [Br:1][C:2]1[CH:7]=[CH:6][C:5]([C:8]2(CC#N)[CH2:10][CH2:9]2)=[CH:4][CH:3]=1.[OH-:14].[K+].Cl.[CH2:17]([OH:20])[CH2:18]O, predict the reaction product. (3) Given the reactants C1C([C:7]2[C:16](=O)[C:15]3[CH:14]=[CH:13][C:12](O)=[CH:11][C:10]=3[O:9][CH:8]=2)=CC=C(O)C=1.C(N(C(C)C)CC)(C)C.ClC[O:31]C.C(=O)(O)[O-].[Na+], predict the reaction product. The product is: [O:9]1[C:10]2[C:15](=[CH:14][CH:13]=[CH:12][CH:11]=2)[CH:16]=[CH:7][C:8]1=[O:31]. (4) Given the reactants [F:1][C:2]1[C:7]([F:8])=[CH:6][CH:5]=[CH:4][C:3]=1[C:9]1[CH:10]([C:27]2[CH:32]=[CH:31][C:30](I)=[CH:29][CH:28]=2)[O:11][C:12]2[C:17]([C:18]=1[CH3:19])=[CH:16][C:15]([O:20]C1CCCCO1)=[CH:14][CH:13]=2.[F:34][CH2:35][CH:36]1[CH2:39][N:38]([CH2:40][CH2:41][OH:42])[CH2:37]1, predict the reaction product. The product is: [F:1][C:2]1[C:7]([F:8])=[CH:6][CH:5]=[CH:4][C:3]=1[C:9]1[CH:10]([C:27]2[CH:32]=[CH:31][C:30]([O:42][CH2:41][CH2:40][N:38]3[CH2:39][CH:36]([CH2:35][F:34])[CH2:37]3)=[CH:29][CH:28]=2)[O:11][C:12]2[C:13]([C:18]=1[CH3:19])=[CH:14][C:15]([OH:20])=[CH:16][CH:17]=2.